From a dataset of NCI-60 drug combinations with 297,098 pairs across 59 cell lines. Regression. Given two drug SMILES strings and cell line genomic features, predict the synergy score measuring deviation from expected non-interaction effect. (1) Drug 1: C1CCN(CC1)CCOC2=CC=C(C=C2)C(=O)C3=C(SC4=C3C=CC(=C4)O)C5=CC=C(C=C5)O. Drug 2: COC1=C(C=C2C(=C1)N=CN=C2NC3=CC(=C(C=C3)F)Cl)OCCCN4CCOCC4. Cell line: IGROV1. Synergy scores: CSS=49.7, Synergy_ZIP=-0.284, Synergy_Bliss=-1.41, Synergy_Loewe=-7.29, Synergy_HSA=-1.72. (2) Drug 1: CC1CCC2CC(C(=CC=CC=CC(CC(C(=O)C(C(C(=CC(C(=O)CC(OC(=O)C3CCCCN3C(=O)C(=O)C1(O2)O)C(C)CC4CCC(C(C4)OC)O)C)C)O)OC)C)C)C)OC. Drug 2: C(CCl)NC(=O)N(CCCl)N=O. Cell line: SNB-19. Synergy scores: CSS=24.7, Synergy_ZIP=-6.40, Synergy_Bliss=-0.0601, Synergy_Loewe=-61.9, Synergy_HSA=1.27. (3) Drug 1: C1=CC(=CC=C1CCC2=CNC3=C2C(=O)NC(=N3)N)C(=O)NC(CCC(=O)O)C(=O)O. Drug 2: C1=CN(C(=O)N=C1N)C2C(C(C(O2)CO)O)O.Cl. Cell line: OVCAR-8. Synergy scores: CSS=45.0, Synergy_ZIP=-6.83, Synergy_Bliss=-5.27, Synergy_Loewe=0.244, Synergy_HSA=3.14. (4) Drug 1: CC(C)(C#N)C1=CC(=CC(=C1)CN2C=NC=N2)C(C)(C)C#N. Drug 2: C1CCC(C(C1)N)N.C(=O)(C(=O)[O-])[O-].[Pt+4]. Cell line: NCI-H226. Synergy scores: CSS=-7.21, Synergy_ZIP=0.766, Synergy_Bliss=0.508, Synergy_Loewe=-5.93, Synergy_HSA=-5.49. (5) Drug 1: CC1=C2C(C(=O)C3(C(CC4C(C3C(C(C2(C)C)(CC1OC(=O)C(C(C5=CC=CC=C5)NC(=O)OC(C)(C)C)O)O)OC(=O)C6=CC=CC=C6)(CO4)OC(=O)C)OC)C)OC. Drug 2: CN(CCCl)CCCl.Cl. Cell line: UACC62. Synergy scores: CSS=42.2, Synergy_ZIP=4.14, Synergy_Bliss=6.50, Synergy_Loewe=-11.9, Synergy_HSA=6.56.